This data is from Forward reaction prediction with 1.9M reactions from USPTO patents (1976-2016). The task is: Predict the product of the given reaction. (1) Given the reactants P(Br)(Br)([Br:3])=O.CN(C=O)C.[Br:11][C:12]1[C:21]([I:22])=[CH:20][CH:19]=[C:18]2[C:13]=1[CH:14]=[CH:15][C:16]([CH2:23]O)=[CH:17]2, predict the reaction product. The product is: [Br:11][C:12]1[C:13]2[C:18](=[CH:17][C:16]([CH2:23][Br:3])=[CH:15][CH:14]=2)[CH:19]=[CH:20][C:21]=1[I:22]. (2) Given the reactants [C:1]1([NH:7][N:8]=[C:9]([C:12]#[N:13])[C:10]#[N:11])[CH:6]=[CH:5][CH:4]=[CH:3][CH:2]=1.NC1C=CC=CC=1.C(#N)CC#N.[C:26]([NH:34][NH2:35])(=[O:33])[C:27]1[CH:32]=[CH:31][CH:30]=[CH:29][CH:28]=1, predict the reaction product. The product is: [NH2:11][C:10]1[C:9]([N:8]=[N:7][C:1]2[CH:2]=[CH:3][CH:4]=[CH:5][CH:6]=2)=[C:12]([NH2:13])[N:34]([C:26]([C:27]2[CH:32]=[CH:31][CH:30]=[CH:29][CH:28]=2)=[O:33])[N:35]=1. (3) Given the reactants [NH:1]([C:3](=[O:19])[C:4]([NH:6][C:7]1[CH:12]=[CH:11][C:10]([S:13]([CH2:16][CH2:17][CH3:18])(=[O:15])=[O:14])=[CH:9][CH:8]=1)=[O:5])[NH2:2].N(C(=O)C(NC1C=CC([C@H]2CC[C@H](CC(OC)=O)CC2)=CC=1)=O)N.[F:44][C:45]1[CH:50]=[CH:49][CH:48]=[CH:47][C:46]=1[N:51]=[C:52]=S, predict the reaction product. The product is: [F:44][C:45]1[CH:50]=[CH:49][CH:48]=[CH:47][C:46]=1[NH:51][C:52]1[O:19][C:3]([C:4]([NH:6][C:7]2[CH:8]=[CH:9][C:10]([S:13]([CH2:16][CH2:17][CH3:18])(=[O:15])=[O:14])=[CH:11][CH:12]=2)=[O:5])=[N:1][N:2]=1.